From a dataset of Experimentally validated miRNA-target interactions with 360,000+ pairs, plus equal number of negative samples. Binary Classification. Given a miRNA mature sequence and a target amino acid sequence, predict their likelihood of interaction. The miRNA is hsa-miR-7106-5p with sequence UGGGAGGAGGGGAUCUUGGG. The protein sequence of the target gene is MAAARHSTLDFMLGAKADGETILKGLQSIFQEQGMAESVHTWQDHGYLATYTNKNGSFANLRIYPHGLVLLDLQSYDGDAQGKEEIDSILNKVEERMKELSQDSTGRVKRLPPIVRGGAIDRYWPTADGRLVEYDIDEVVYDEDSPYQNIKILHSKQFGNILILSGDVNLAESDLAYTRAIMGSGKEDYTGKDVLILGGGDGGILCEIVKLKPKMVTMVEIDQMVIDGCKKYMRKTCGDVLDNLKGDCYQVLIEDCIPVLKRYAKEGREFDYVINDLTAVPISTSPEEDSTWEFLRLILD.... Result: 1 (interaction).